From a dataset of Peptide-MHC class I binding affinity with 185,985 pairs from IEDB/IMGT. Regression. Given a peptide amino acid sequence and an MHC pseudo amino acid sequence, predict their binding affinity value. This is MHC class I binding data. (1) The peptide sequence is YHRPLTGYM. The MHC is HLA-B08:01 with pseudo-sequence HLA-B08:01. The binding affinity (normalized) is 0.0847. (2) The peptide sequence is TLNHNCINV. The MHC is HLA-A02:06 with pseudo-sequence HLA-A02:06. The binding affinity (normalized) is 0.820. (3) The peptide sequence is RGPYRAFVTI. The MHC is HLA-B57:01 with pseudo-sequence HLA-B57:01. The binding affinity (normalized) is 0.151. (4) The peptide sequence is LTLAIYHPQQFVYAG. The MHC is HLA-B37:01 with pseudo-sequence HLA-B37:01. The binding affinity (normalized) is 0.